Dataset: Peptide-MHC class II binding affinity with 134,281 pairs from IEDB. Task: Regression. Given a peptide amino acid sequence and an MHC pseudo amino acid sequence, predict their binding affinity value. This is MHC class II binding data. (1) The peptide sequence is GVLYVGSKTKEGVVH. The MHC is DRB1_1501 with pseudo-sequence DRB1_1501. The binding affinity (normalized) is 0.661. (2) The peptide sequence is NHFFNHHKVMLLGHD. The MHC is DRB5_0101 with pseudo-sequence DRB5_0101. The binding affinity (normalized) is 0.289. (3) The peptide sequence is GVTCGPGHGISVGSL. The MHC is DRB1_1302 with pseudo-sequence DRB1_1302. The binding affinity (normalized) is 0.171.